This data is from Full USPTO retrosynthesis dataset with 1.9M reactions from patents (1976-2016). The task is: Predict the reactants needed to synthesize the given product. (1) The reactants are: C([O:3][C:4](=[O:30])[CH:5]([O:21][C:22]1[CH:27]=[CH:26][C:25]([F:28])=[CH:24][C:23]=1[F:29])[C:6]1[CH:11]=[CH:10][C:9]([S:12]([N:15]2[CH2:20][CH2:19][CH2:18][CH2:17][CH2:16]2)(=[O:14])=[O:13])=[CH:8][CH:7]=1)C.[OH-].[Li+]. Given the product [F:29][C:23]1[CH:24]=[C:25]([F:28])[CH:26]=[CH:27][C:22]=1[O:21][CH:5]([C:6]1[CH:11]=[CH:10][C:9]([S:12]([N:15]2[CH2:16][CH2:17][CH2:18][CH2:19][CH2:20]2)(=[O:14])=[O:13])=[CH:8][CH:7]=1)[C:4]([OH:30])=[O:3], predict the reactants needed to synthesize it. (2) Given the product [Cl:5][C:6]1[N:7]=[C:8]([C:13]([NH:15][C@H:16]2[CH2:21][CH2:20][N:19]([C:22]3[S:23][C:24]4[C:30](=[O:32])[N:28]([CH3:29])[CH2:27][C:25]=4[N:26]=3)[CH2:18][C@H:17]2[O:35][CH2:36][CH3:37])=[O:14])[NH:9][C:10]=1[CH2:11][CH3:12], predict the reactants needed to synthesize it. The reactants are: C[Al](C)C.[Cl:5][C:6]1[N:7]=[C:8]([C:13]([NH:15][C@H:16]2[CH2:21][CH2:20][N:19]([C:22]3[S:23][C:24]([C:30]([O:32]CC)=O)=[C:25]([CH2:27][NH:28][CH3:29])[N:26]=3)[CH2:18][C@H:17]2[O:35][CH2:36][CH3:37])=[O:14])[NH:9][C:10]=1[CH2:11][CH3:12].Cl. (3) Given the product [N:42]([C:39]1[CH:38]=[CH:37][C:36]([CH2:35][O:34][C:32]([NH:31][CH2:30][C@@H:29]([S:45][S:46][CH3:47])[CH2:28][CH2:27][C@H:23]([NH:22][C:15]([O:17][C:18]([CH3:19])([CH3:20])[CH3:21])=[O:16])[C:24]([OH:26])=[O:25])=[O:33])=[CH:41][CH:40]=1)=[N+:43]=[N-:44], predict the reactants needed to synthesize it. The reactants are: C(=O)(O)[O-].[Na+].O.[CH3:19][C:18]([O:17][C:15](O[C:15]([O:17][C:18]([CH3:21])([CH3:20])[CH3:19])=[O:16])=[O:16])([CH3:21])[CH3:20].[NH2:22][C@@H:23]([CH2:27][CH2:28][C@H:29]([S:45][S:46][CH3:47])[CH2:30][NH:31][C:32]([O:34][CH2:35][C:36]1[CH:41]=[CH:40][C:39]([N:42]=[N+:43]=[N-:44])=[CH:38][CH:37]=1)=[O:33])[C:24]([OH:26])=[O:25]. (4) Given the product [Br:15][C:12]1[CH:13]=[CH:14][C:9]([N:8]2[C:4]([CH:5]([CH3:7])[CH3:6])=[N:25][N:24]=[C:16]2[C:17]2[CH:22]=[CH:21][CH:20]=[CH:19][CH:18]=2)=[CH:10][CH:11]=1, predict the reactants needed to synthesize it. The reactants are: C(S[C:4](=[N:8][C:9]1[CH:14]=[CH:13][C:12]([Br:15])=[CH:11][CH:10]=1)[CH:5]([CH3:7])[CH3:6])C.[C:16]([NH:24][NH2:25])(=O)[C:17]1[CH:22]=[CH:21][CH:20]=[CH:19][CH:18]=1.C(O)CCC. (5) Given the product [NH2:1][C:2]1[N:7]=[CH:6][C:5]([C:8]2[N:9]=[C:10]([N:26]3[CH2:27][CH2:28][O:29][CH2:30][CH2:31]3)[C:11]3[S:16][C:15]([C:17]4[CH:18]=[C:19]([C:20]([N:38]5[CH2:39][CH2:40][N:35]([CH2:34][CH2:33][OH:32])[CH2:36][CH2:37]5)=[O:22])[CH:23]=[CH:24][CH:25]=4)=[CH:14][C:12]=3[N:13]=2)=[CH:4][N:3]=1, predict the reactants needed to synthesize it. The reactants are: [NH2:1][C:2]1[N:7]=[CH:6][C:5]([C:8]2[N:9]=[C:10]([N:26]3[CH2:31][CH2:30][O:29][CH2:28][CH2:27]3)[C:11]3[S:16][C:15]([C:17]4[CH:18]=[C:19]([CH:23]=[CH:24][CH:25]=4)[C:20]([OH:22])=O)=[CH:14][C:12]=3[N:13]=2)=[CH:4][N:3]=1.[OH:32][CH2:33][CH2:34][N:35]1[CH2:40][CH2:39][NH:38][CH2:37][CH2:36]1. (6) Given the product [NH2:1][C:2]1[CH:3]=[C:4]([Cl:14])[C:5]([C:9]#[N:10])=[C:6]([CH3:8])[N:7]=1, predict the reactants needed to synthesize it. The reactants are: [NH2:1][C:2]1[N:7]=[C:6]([CH3:8])[C:5]([C:9]#[N:10])=[C:4]([O-])[CH:3]=1.[Na+].P(Cl)(Cl)[Cl:14].O=P(Cl)(Cl)Cl. (7) The reactants are: [C:1]([S:4][C:5]([CH3:45])([CH3:44])[CH:6]([NH:36]C(OC(C)(C)C)=O)[C:7]([O:9][C@H:10]([C:21]1[CH:26]=[CH:25][C:24]([O:27][CH:28]([F:30])[F:29])=[C:23]([O:31][CH2:32][CH:33]2[CH2:35][CH2:34]2)[CH:22]=1)[CH2:11][C:12]1[C:17]([Cl:18])=[CH:16][N+:15]([O-:19])=[CH:14][C:13]=1[Cl:20])=[O:8])(=[O:3])[CH3:2].Cl.O1CCOCC1. Given the product [C:1]([S:4][C:5]([CH3:45])([CH3:44])[CH:6]([NH2:36])[C:7]([O:9][C@H:10]([C:21]1[CH:26]=[CH:25][C:24]([O:27][CH:28]([F:30])[F:29])=[C:23]([O:31][CH2:32][CH:33]2[CH2:35][CH2:34]2)[CH:22]=1)[CH2:11][C:12]1[C:13]([Cl:20])=[CH:14][N+:15]([O-:19])=[CH:16][C:17]=1[Cl:18])=[O:8])(=[O:3])[CH3:2], predict the reactants needed to synthesize it.